From a dataset of Reaction yield outcomes from USPTO patents with 853,638 reactions. Predict the reaction yield, written as a fraction of the theoretical maximum amount of product (1.0 means a 100% yield; for example, 0.34 means a 34% yield). (1) The reactants are [NH2:1][C:2]1[C:3]([C:33](OCC)=[O:34])=[N:4][C:5]([NH:17][C:18]2[CH:23]=[CH:22][CH:21]=[CH:20][C:19]=2[CH2:24][O:25][Si](C(C)(C)C)(C)C)=[N:6][C:7]=1[NH:8][C:9]1[CH:14]=[CH:13][CH:12]=[CH:11][C:10]=1[O:15][CH3:16].NC1C(C(OCC)=O)=NC(NC2C=CC=CC=2CO)=NC=1NC1C=CC=C[C:47]=1[O:52]C.[Si](Cl)(C(C)(C)C)(C)C.[NH:76]1C=CN=C1. The catalyst is C(Cl)Cl. The product is [OH:25][CH2:24][C:19]1[CH:20]=[CH:21][CH:22]=[CH:23][C:18]=1[NH:17][C:5]1[N:6]=[C:7]2[C:2]([NH:1][C:47](=[O:52])[N:8]2[C:9]2[CH:14]=[CH:13][CH:12]=[CH:11][C:10]=2[O:15][CH3:16])=[C:3]([C:33]([NH2:76])=[O:34])[N:4]=1. The yield is 0.690. (2) The reactants are [Cl-].O[NH3+:3].[C:4](=[O:7])([O-])[OH:5].[Na+].CS(C)=O.[CH3:13][CH:14]([O:16][C:17]1[CH:22]=[CH:21][C:20]([N:23]2[C:28](=[O:29])[C:27]([CH2:30][C:31]3[CH:36]=[CH:35][C:34]([C:37]4[C:38]([C:43]#[N:44])=[CH:39][CH:40]=[CH:41][CH:42]=4)=[CH:33][CH:32]=3)=[C:26]([CH2:45][CH2:46][CH2:47][CH3:48])[N:25]3[N:49]=[CH:50][N:51]=[C:24]23)=[CH:19][CH:18]=1)[CH3:15]. The catalyst is C(OCC)(=O)C. The product is [CH2:45]([C:26]1[N:25]2[N:49]=[CH:50][N:51]=[C:24]2[N:23]([C:20]2[CH:21]=[CH:22][C:17]([O:16][CH:14]([CH3:15])[CH3:13])=[CH:18][CH:19]=2)[C:28](=[O:29])[C:27]=1[CH2:30][C:31]1[CH:36]=[CH:35][C:34]([C:37]2[CH:42]=[CH:41][CH:40]=[CH:39][C:38]=2[C:43]2[NH:3][C:4](=[O:7])[O:5][N:44]=2)=[CH:33][CH:32]=1)[CH2:46][CH2:47][CH3:48]. The yield is 0.400. (3) The reactants are [Br:1][C:2]1[CH:3]=[C:4]([S:9](Cl)(=[O:11])=[O:10])[CH:5]=[N:6][C:7]=1[Cl:8].[C:13]([O-])(O)=O.[Na+].S([O-])([O-])=O.[Na+].[Na+].IC. The catalyst is C1COCC1.O. The product is [Br:1][C:2]1[C:7]([Cl:8])=[N:6][CH:5]=[C:4]([S:9]([CH3:13])(=[O:11])=[O:10])[CH:3]=1. The yield is 0.680. (4) The reactants are [CH3:1][NH:2][NH2:3].O=[C:5]([CH3:18])[CH2:6][C:7]1[O:8][C:9](=[O:17])[C:10]2[CH:16]=[CH:15][CH:14]=[CH:13][C:11]=2[N:12]=1.C(=O)([O-])[O-].[Na+].[Na+].Cl. The catalyst is O. The product is [CH3:1][N:2]1[C:7]([NH:12][C:11]2[C:10](=[CH:16][CH:15]=[CH:14][CH:13]=2)[C:9]([OH:17])=[O:8])=[CH:6][C:5]([CH3:18])=[N:3]1. The yield is 0.790. (5) The reactants are [CH2:1]=[C:2]1[C:7](=[O:8])[CH:6]2[CH2:9][CH2:10][N:3]1[CH2:4][CH2:5]2.C1COCC1. The catalyst is CO.CCOCC.[Pd]. The product is [CH3:1][CH:2]1[C:7](=[O:8])[CH:6]2[CH2:9][CH2:10][N:3]1[CH2:4][CH2:5]2. The yield is 0.900. (6) The reactants are Br[C:2]1[CH:7]=[CH:6][N:5]2[N:8]=[CH:9][C:10]([C:11]#[N:12])=[C:4]2[CH:3]=1.[CH3:13][O:14][C:15]1[C:20]([NH:21][S:22]([CH:25]2[CH2:27][CH2:26]2)(=[O:24])=[O:23])=[CH:19][C:18](B2OC(C)(C)C(C)(C)O2)=[CH:17][N:16]=1.C([O-])([O-])=O.[Na+].[Na+].C(Cl)Cl. The catalyst is O1CCOCC1.O.CCOC(C)=O.C1C=CC(P(C2C=CC=CC=2)[C-]2C=CC=C2)=CC=1.C1C=CC(P(C2C=CC=CC=2)[C-]2C=CC=C2)=CC=1.Cl[Pd]Cl.[Fe+2]. The product is [C:11]([C:10]1[CH:9]=[N:8][N:5]2[CH:6]=[CH:7][C:2]([C:18]3[CH:19]=[C:20]([NH:21][S:22]([CH:25]4[CH2:26][CH2:27]4)(=[O:24])=[O:23])[C:15]([O:14][CH3:13])=[N:16][CH:17]=3)=[CH:3][C:4]=12)#[N:12]. The yield is 0.660. (7) The catalyst is ClCCl.C(N(CC)CC)C.Cl[Pd](Cl)([P](C1C=CC=CC=1)(C1C=CC=CC=1)C1C=CC=CC=1)[P](C1C=CC=CC=1)(C1C=CC=CC=1)C1C=CC=CC=1.[Cu]I. The yield is 0.260. The product is [C:35]([C:2]1[O:3][C:4]2[C:24]([OH:25])=[C:23]([O:29][CH3:30])[CH:22]=[CH:21][C:5]=2[C:6]=1[C:7](=[O:20])[C:8]1[CH:9]=[C:10]([O:18][CH3:19])[C:11]([O:16][CH3:17])=[C:12]([O:14][CH3:15])[CH:13]=1)#[CH:36]. The reactants are Br[C:2]1[O:3][C:4]2[C:24]([O:25]C(=O)C)=[C:23]([O:29][CH3:30])[CH:22]=[CH:21][C:5]=2[C:6]=1[C:7](=[O:20])[C:8]1[CH:13]=[C:12]([O:14][CH3:15])[C:11]([O:16][CH3:17])=[C:10]([O:18][CH3:19])[CH:9]=1.C[Si]([C:35]#[CH:36])(C)C. (8) The product is [NH2:21][C@H:17]([CH:18]([CH3:20])[CH3:19])[C:16]([N:11]1[CH2:10][CH2:9][C:8]([C:5]2[CH:4]=[CH:3][C:2]([Cl:1])=[CH:7][CH:6]=2)([OH:32])[C:13]2([CH2:15][CH2:14]2)[CH2:12]1)=[O:31]. The reactants are [Cl:1][C:2]1[CH:7]=[CH:6][C:5]([C:8]2([OH:32])[C:13]3([CH2:15][CH2:14]3)[CH2:12][N:11]([C:16](=[O:31])[C@H:17]([NH:21]C(=O)OCC[Si](C)(C)C)[CH:18]([CH3:20])[CH3:19])[CH2:10][CH2:9]2)=[CH:4][CH:3]=1.CCCC[N+](CCCC)(CCCC)CCCC.[F-]. The yield is 0.800. The catalyst is C1COCC1. (9) The reactants are [CH3:1][C:2]1([CH3:43])[N:6]([CH2:7][CH2:8][CH2:9][CH2:10][CH2:11][CH2:12][CH2:13][CH2:14][CH2:15][S:16]([CH2:18][CH2:19][CH2:20][C:21]([F:27])([F:26])[C:22]([F:25])([F:24])[F:23])=[O:17])[C:5](=[O:28])[N:4]([C:29]2[CH:34]=[CH:33][C:32]([N+:35]([O-])=O)=[C:31]([C:38](F)(F)F)[CH:30]=2)[C:3]1=[O:42].NC1C=CC(N2C(=O)C(C)(C)N(CCCCCCCCCSCCCC(F)(F)C(F)(F)F)C2=O)=CC=1C. No catalyst specified. The product is [NH2:35][C:32]1[CH:33]=[CH:34][C:29]([N:4]2[C:3](=[O:42])[C:2]([CH3:1])([CH3:43])[N:6]([CH2:7][CH2:8][CH2:9][CH2:10][CH2:11][CH2:12][CH2:13][CH2:14][CH2:15][S:16]([CH2:18][CH2:19][CH2:20][C:21]([F:26])([F:27])[C:22]([F:25])([F:23])[F:24])=[O:17])[C:5]2=[O:28])=[CH:30][C:31]=1[CH3:38]. The yield is 0.560.